From a dataset of Forward reaction prediction with 1.9M reactions from USPTO patents (1976-2016). Predict the product of the given reaction. (1) Given the reactants [O:1]=[C:2]1[NH:7][CH:6]=[C:5]([CH2:8][C:9]2[C:10](=[O:16])[NH:11][C:12](=[S:15])[NH:13][CH:14]=2)[CH:4]=[CH:3]1.[OH-].[K+].[CH3:19]I, predict the reaction product. The product is: [CH3:19][S:15][C:12]1[NH:13][CH:14]=[C:9]([CH2:8][C:5]2[CH:4]=[CH:3][C:2](=[O:1])[NH:7][CH:6]=2)[C:10](=[O:16])[N:11]=1. (2) Given the reactants [CH2:1]([OH:4])[CH2:2][OH:3].[H-].[Na+].Br[CH2:8][CH2:9][CH2:10][O:11][C:12]([C:25]1[CH:30]=[CH:29][CH:28]=[CH:27][CH:26]=1)([C:19]1[CH:24]=[CH:23][CH:22]=[CH:21][CH:20]=1)[C:13]1[CH:18]=[CH:17][CH:16]=[CH:15][CH:14]=1, predict the reaction product. The product is: [C:12]([O:11][CH2:10][CH2:9][CH2:8][O:3][CH2:2][CH2:1][OH:4])([C:19]1[CH:20]=[CH:21][CH:22]=[CH:23][CH:24]=1)([C:25]1[CH:30]=[CH:29][CH:28]=[CH:27][CH:26]=1)[C:13]1[CH:14]=[CH:15][CH:16]=[CH:17][CH:18]=1. (3) Given the reactants [NH:1]1[CH:5]=[CH:4][C:3]([C:6]2[C:15]3[C:10](=[CH:11][CH:12]=[CH:13][CH:14]=3)[N:9]=[CH:8][CH:7]=2)=[N:2]1.C[C:17]1[C:22]([C:23]2[N:24]=[C:25]([CH3:28])[S:26][CH:27]=2)=[CH:21][CH:20]=[CH:19][C:18]=1[S:29](Cl)(=[O:31])=[O:30], predict the reaction product. The product is: [CH3:28][C:25]1[S:26][CH:27]=[C:23]([C:22]2[CH:17]=[C:18]([S:29]([N:1]3[CH:5]=[CH:4][C:3]([C:6]4[C:15]5[C:10](=[CH:11][CH:12]=[CH:13][CH:14]=5)[N:9]=[CH:8][CH:7]=4)=[N:2]3)(=[O:31])=[O:30])[CH:19]=[CH:20][CH:21]=2)[N:24]=1. (4) Given the reactants [CH:1]1([C:4]2[N:5]=[C:6]3[CH:11]=[CH:10][C:9]([N+:12]([O-])=O)=[CH:8][N:7]3[C:15]=2[CH3:16])[CH2:3][CH2:2]1.[F:17][C:18]([F:35])([F:34])[C:19]1[N:24]=[CH:23][C:22]([C:25]2[CH:30]=[CH:29][C:28]([C:31](O)=[O:32])=[CH:27][CH:26]=2)=[CH:21][CH:20]=1.[ClH:36].C(OCC)(=O)C, predict the reaction product. The product is: [ClH:36].[CH:1]1([C:4]2[N:5]=[C:6]3[CH:11]=[CH:10][C:9]([NH:12][C:31](=[O:32])[C:28]4[CH:27]=[CH:26][C:25]([C:22]5[CH:23]=[N:24][C:19]([C:18]([F:35])([F:17])[F:34])=[CH:20][CH:21]=5)=[CH:30][CH:29]=4)=[CH:8][N:7]3[C:15]=2[CH3:16])[CH2:3][CH2:2]1. (5) Given the reactants P(Cl)(Cl)(Cl)=O.P(Cl)(Cl)(Cl)(Cl)[Cl:7].[N:12]1[O:13][N:14]=[C:15]2[N:20]=[C:19](O)[C:18](O)=[N:17][C:16]=12.[ClH:23], predict the reaction product. The product is: [Cl:23][C:18]1[C:19]([Cl:7])=[N:20][C:15]2=[N:14][O:13][N:12]=[C:16]2[N:17]=1.